This data is from NCI-60 drug combinations with 297,098 pairs across 59 cell lines. The task is: Regression. Given two drug SMILES strings and cell line genomic features, predict the synergy score measuring deviation from expected non-interaction effect. (1) Drug 1: C1CC(C1)(C(=O)O)C(=O)O.[NH2-].[NH2-].[Pt+2]. Drug 2: C1=NC2=C(N1)C(=S)N=CN2. Cell line: SN12C. Synergy scores: CSS=24.9, Synergy_ZIP=-8.72, Synergy_Bliss=-0.362, Synergy_Loewe=-34.4, Synergy_HSA=-4.86. (2) Drug 1: CS(=O)(=O)C1=CC(=C(C=C1)C(=O)NC2=CC(=C(C=C2)Cl)C3=CC=CC=N3)Cl. Drug 2: C1C(C(OC1N2C=NC3=C(N=C(N=C32)Cl)N)CO)O. Cell line: SF-539. Synergy scores: CSS=-2.19, Synergy_ZIP=-1.55, Synergy_Bliss=-5.82, Synergy_Loewe=-6.02, Synergy_HSA=-5.92. (3) Drug 1: CC12CCC(CC1=CCC3C2CCC4(C3CC=C4C5=CN=CC=C5)C)O. Drug 2: CN(C(=O)NC(C=O)C(C(C(CO)O)O)O)N=O. Cell line: SNB-19. Synergy scores: CSS=5.26, Synergy_ZIP=-1.49, Synergy_Bliss=-2.53, Synergy_Loewe=-2.02, Synergy_HSA=-2.01. (4) Drug 1: CN1C(=O)N2C=NC(=C2N=N1)C(=O)N. Drug 2: C1CCC(C(C1)N)N.C(=O)(C(=O)[O-])[O-].[Pt+4]. Cell line: HCC-2998. Synergy scores: CSS=37.0, Synergy_ZIP=3.08, Synergy_Bliss=2.78, Synergy_Loewe=-4.04, Synergy_HSA=0.890. (5) Synergy scores: CSS=42.0, Synergy_ZIP=9.10, Synergy_Bliss=12.2, Synergy_Loewe=0.607, Synergy_HSA=12.9. Drug 2: COCCOC1=C(C=C2C(=C1)C(=NC=N2)NC3=CC=CC(=C3)C#C)OCCOC.Cl. Drug 1: CC12CCC(CC1=CCC3C2CCC4(C3CC=C4C5=CN=CC=C5)C)O. Cell line: NCI-H522. (6) Drug 1: C1CCN(CC1)CCOC2=CC=C(C=C2)C(=O)C3=C(SC4=C3C=CC(=C4)O)C5=CC=C(C=C5)O. Drug 2: COC1=C2C(=CC3=C1OC=C3)C=CC(=O)O2. Cell line: SN12C. Synergy scores: CSS=2.75, Synergy_ZIP=0.886, Synergy_Bliss=2.44, Synergy_Loewe=1.73, Synergy_HSA=1.04. (7) Drug 1: C1=CC(=CC=C1CCCC(=O)O)N(CCCl)CCCl. Drug 2: C1=NNC2=C1C(=O)NC=N2. Cell line: SNB-75. Synergy scores: CSS=9.18, Synergy_ZIP=-8.21, Synergy_Bliss=-5.08, Synergy_Loewe=-4.90, Synergy_HSA=-4.65. (8) Drug 1: CCCS(=O)(=O)NC1=C(C(=C(C=C1)F)C(=O)C2=CNC3=C2C=C(C=N3)C4=CC=C(C=C4)Cl)F. Drug 2: C1C(C(OC1N2C=NC3=C(N=C(N=C32)Cl)N)CO)O. Cell line: MCF7. Synergy scores: CSS=1.64, Synergy_ZIP=1.65, Synergy_Bliss=2.97, Synergy_Loewe=-0.325, Synergy_HSA=-0.0425. (9) Drug 1: C1C(C(OC1N2C=NC3=C2NC=NCC3O)CO)O. Drug 2: CC1CCCC2(C(O2)CC(NC(=O)CC(C(C(=O)C(C1O)C)(C)C)O)C(=CC3=CSC(=N3)C)C)C. Cell line: CCRF-CEM. Synergy scores: CSS=43.6, Synergy_ZIP=-0.382, Synergy_Bliss=-1.70, Synergy_Loewe=-21.3, Synergy_HSA=-1.29. (10) Cell line: OVCAR-5. Drug 1: C1C(C(OC1N2C=NC(=NC2=O)N)CO)O. Drug 2: CC1C(C(CC(O1)OC2CC(CC3=C2C(=C4C(=C3O)C(=O)C5=CC=CC=C5C4=O)O)(C(=O)C)O)N)O. Synergy scores: CSS=36.3, Synergy_ZIP=-3.07, Synergy_Bliss=-3.98, Synergy_Loewe=-14.8, Synergy_HSA=-0.217.